Dataset: Full USPTO retrosynthesis dataset with 1.9M reactions from patents (1976-2016). Task: Predict the reactants needed to synthesize the given product. (1) Given the product [F:17][C:2]([F:1])([F:16])[C:3]([CH2:6][C:7]1[CH:12]=[CH:11][CH:10]=[CH:9][C:8]=1[O:13][CH3:14])([OH:15])[CH:4]=[N:30][C:21]1[CH:20]=[C:19]([F:18])[CH:28]=[C:27]2[C:22]=1[CH:23]=[N:24][C:25]([CH3:29])=[N:26]2, predict the reactants needed to synthesize it. The reactants are: [F:1][C:2]([F:17])([F:16])[C:3]([OH:15])([CH2:6][C:7]1[CH:12]=[CH:11][CH:10]=[CH:9][C:8]=1[O:13][CH3:14])[CH:4]=O.[F:18][C:19]1[CH:28]=[C:27]2[C:22]([CH:23]=[N:24][C:25]([CH3:29])=[N:26]2)=[C:21]([NH2:30])[CH:20]=1. (2) Given the product [I:1][C:7]1[C:8]2[C:13](=[CH:12][C:11]([C:14]([O:16][CH2:17][CH3:18])=[O:15])=[CH:10][CH:9]=2)[NH:5][N:6]=1, predict the reactants needed to synthesize it. The reactants are: [I:1]I.[OH-].[K+].[NH:5]1[C:13]2[C:8](=[CH:9][CH:10]=[C:11]([C:14]([O:16][CH2:17][CH3:18])=[O:15])[CH:12]=2)[CH:7]=[N:6]1.O.[Cl-].[NH4+]. (3) Given the product [Br:1][C:2]1[CH:7]=[CH:6][C:5]([N+:8]([O-:10])=[O:9])=[C:4]([N:28]2[CH2:29][CH2:30][N:25]([C:23]([O:22][C:18]([CH3:19])([CH3:20])[CH3:21])=[O:24])[CH2:26][CH:27]2[CH2:31][C:32]([OH:34])=[O:33])[CH:3]=1, predict the reactants needed to synthesize it. The reactants are: [Br:1][C:2]1[CH:7]=[CH:6][C:5]([N+:8]([O-:10])=[O:9])=[C:4](F)[CH:3]=1.C(=O)([O-])[O-].[K+].[K+].[C:18]([O:22][C:23]([N:25]1[CH2:30][CH2:29][NH:28][CH:27]([CH2:31][C:32]([OH:34])=[O:33])[CH2:26]1)=[O:24])([CH3:21])([CH3:20])[CH3:19].